This data is from Full USPTO retrosynthesis dataset with 1.9M reactions from patents (1976-2016). The task is: Predict the reactants needed to synthesize the given product. (1) Given the product [N:17]1[CH:16]=[C:15]([C:8]2[C:9]3[O:13][CH:12]=[CH:11][C:10]=3[CH:14]=[C:6]([NH2:3])[CH:7]=2)[CH:20]=[N:19][CH:18]=1, predict the reactants needed to synthesize it. The reactants are: NN.[N+:3]([C:6]1[CH:7]=[C:8]([C:15]2[CH:16]=[N:17][CH:18]=[N:19][CH:20]=2)[C:9]2[O:13][CH:12]=[CH:11][C:10]=2[CH:14]=1)([O-])=O. (2) Given the product [Br:1][C:2]1[CH:3]=[C:4]([CH:12]2[C:21]3[C:16](=[C:17]4[CH:25]=[CH:24][CH:23]=[CH:22][C:18]4=[CH:19][CH:20]=3)[O:15][C:14]([NH2:26])=[C:13]2[C:27]2[N:31]=[C:30]([CH2:32][NH:36][CH3:34])[O:29][N:28]=2)[CH:5]=[C:6]([O:10][CH3:11])[C:7]=1[O:8][CH3:9], predict the reactants needed to synthesize it. The reactants are: [Br:1][C:2]1[CH:3]=[C:4]([CH:12]2[C:21]3[C:16](=[C:17]4[CH:25]=[CH:24][CH:23]=[CH:22][C:18]4=[CH:19][CH:20]=3)[O:15][C:14]([NH2:26])=[C:13]2[C:27]2[N:31]=[C:30]([CH2:32]Cl)[O:29][N:28]=2)[CH:5]=[C:6]([O:10][CH3:11])[C:7]=1[O:8][CH3:9].[CH2:34]([N:36](CC)CC)C.CN. (3) Given the product [CH2:1]([O:3][C@H:4]([CH2:10][C:11]1[CH:12]=[CH:13][C:14]([O:17][CH2:19][C:20]([C:22]2[CH:27]=[CH:26][CH:25]=[C:24]([O:28][CH3:29])[CH:23]=2)=[O:21])=[CH:15][CH:16]=1)[C:5]([O:7][CH2:8][CH3:9])=[O:6])[CH3:2], predict the reactants needed to synthesize it. The reactants are: [CH2:1]([O:3][C@H:4]([CH2:10][C:11]1[CH:16]=[CH:15][C:14]([OH:17])=[CH:13][CH:12]=1)[C:5]([O:7][CH2:8][CH3:9])=[O:6])[CH3:2].Br[CH2:19][C:20]([C:22]1[CH:27]=[CH:26][CH:25]=[C:24]([O:28][CH3:29])[CH:23]=1)=[O:21].C(=O)([O-])[O-].[K+].[K+]. (4) The reactants are: C(=O)(OCC)[O:2][C:3]1[CH:8]=[CH:7][C:6]([S:9]([N:12]2[C:21]3[C:16](=[CH:17][CH:18]=[C:19]([F:22])[CH:20]=3)[N:15]3[C:23]([C:26]#[N:27])=[CH:24][CH:25]=[C:14]3[CH:13]2[CH2:28][CH3:29])(=[O:11])=[O:10])=[CH:5][CH:4]=1.[OH-:34].[Na+]. Given the product [CH2:28]([CH:13]1[N:12]([S:9]([C:6]2[CH:5]=[CH:4][C:3]([OH:2])=[CH:8][CH:7]=2)(=[O:11])=[O:10])[C:21]2[C:16](=[CH:17][CH:18]=[C:19]([F:22])[CH:20]=2)[N:15]2[C:23]([C:26]([NH2:27])=[O:34])=[CH:24][CH:25]=[C:14]12)[CH3:29], predict the reactants needed to synthesize it. (5) Given the product [Cl:1][C:2]1[CH:16]=[CH:15][CH:14]=[CH:13][C:3]=1[CH:4]=[C:27]([C:21]1[CH:22]=[CH:23][C:24]([F:26])=[CH:25][C:20]=1[F:19])[CH3:28], predict the reactants needed to synthesize it. The reactants are: [Cl:1][C:2]1[CH:16]=[CH:15][CH:14]=[CH:13][C:3]=1[CH2:4]P(=O)(OCC)OCC.[H-].[Na+].[F:19][C:20]1[CH:25]=[C:24]([F:26])[CH:23]=[CH:22][C:21]=1[C:27](=O)[CH3:28]. (6) Given the product [Cl:1][C:2]1[CH:27]=[CH:26][C:5]2[O:6][CH2:7][C@H:8]([CH2:9][N:10]3[C:14](=[O:15])[C:13]4=[CH:16][CH:17]=[CH:18][CH:19]=[C:12]4[C:11]3=[O:20])[O:21][C:4]=2[CH:3]=1, predict the reactants needed to synthesize it. The reactants are: [Cl:1][C:2]1[CH:27]=[CH:26][C:5]([O:6][CH2:7][C@H:8]([O:21]S(C)(=O)=O)[CH2:9][N:10]2[C:14](=[O:15])[C:13]3=[CH:16][CH:17]=[CH:18][CH:19]=[C:12]3[C:11]2=[O:20])=[C:4](OC(=O)C)[CH:3]=1.C(=O)([O-])[O-].[Na+].[Na+].CO. (7) Given the product [CH3:19][C:13]1([CH3:20])[C@H:14]([C:16]([N:27]2[CH2:23][CH2:22][CH2:21][CH2:26][CH2:25]2)=[O:18])[CH2:15][C@@H:12]1[NH:11][C:9](=[O:10])[O:8][CH2:1][C:2]1[CH:3]=[CH:4][CH:5]=[CH:6][CH:7]=1, predict the reactants needed to synthesize it. The reactants are: [CH2:1]([O:8][C:9]([NH:11][C@H:12]1[CH2:15][C@@H:14]([C:16]([OH:18])=O)[C:13]1([CH3:20])[CH3:19])=[O:10])[C:2]1[CH:7]=[CH:6][CH:5]=[CH:4][CH:3]=1.[CH:21]1[CH:22]=[CH:23]C2N(O)N=[N:27][C:25]=2[CH:26]=1.N1CCCCC1.CCN(CC)CC.